Dataset: Catalyst prediction with 721,799 reactions and 888 catalyst types from USPTO. Task: Predict which catalyst facilitates the given reaction. (1) Reactant: [NH2:1][C@@H:2]1[CH2:6][CH2:5][C@H:4]([C:7]2[CH:15]=[CH:14][C:13]([C:16]([NH2:18])=[O:17])=[C:12]3[C:8]=2[CH:9]=[CH:10][NH:11]3)[CH2:3]1.CCN(C(C)C)C(C)C.[C:28](Cl)(=[O:31])[CH:29]=[CH2:30]. Product: [C:28]([NH:1][C@@H:2]1[CH2:6][CH2:5][C@H:4]([C:7]2[CH:15]=[CH:14][C:13]([C:16]([NH2:18])=[O:17])=[C:12]3[C:8]=2[CH:9]=[CH:10][NH:11]3)[CH2:3]1)(=[O:31])[CH:29]=[CH2:30]. The catalyst class is: 2. (2) Reactant: [Cl:1][C:2]1[CH:34]=[CH:33][C:5]([O:6][C:7]2[CH:12]=[CH:11][C:10]([N:13]3[CH:17]=[C:16]([C:18]4[CH:23]=[CH:22][C:21]([O:24][CH2:25][C@H:26]5[CH2:28][O:27]5)=[CH:20][CH:19]=4)[N:15]=[C:14]3[CH2:29][O:30][CH2:31][CH3:32])=[CH:9][CH:8]=2)=[CH:4][CH:3]=1.[CH2:35]([NH2:37])[CH3:36]. Product: [Cl:1][C:2]1[CH:34]=[CH:33][C:5]([O:6][C:7]2[CH:12]=[CH:11][C:10]([N:13]3[CH:17]=[C:16]([C:18]4[CH:23]=[CH:22][C:21]([O:24][CH2:25][C@H:26]([OH:27])[CH2:28][NH:37][CH2:35][CH3:36])=[CH:20][CH:19]=4)[N:15]=[C:14]3[CH2:29][O:30][CH2:31][CH3:32])=[CH:9][CH:8]=2)=[CH:4][CH:3]=1. The catalyst class is: 5. (3) Reactant: [Br:1][C:2]1[CH2:6][CH:5]([C:7]2[N:8]=[N:9][NH:10][N:11]=2)[O:4][N:3]=1.C(N(CC)CC)C.Br[CH2:20][C:21]([O:23][C:24]([CH3:27])([CH3:26])[CH3:25])=[O:22].Cl. Product: [Br:1][C:2]1[CH2:6][CH:5]([C:7]2[N:8]=[N:9][N:10]([CH2:20][C:21]([O:23][C:24]([CH3:27])([CH3:26])[CH3:25])=[O:22])[N:11]=2)[O:4][N:3]=1. The catalyst class is: 1. (4) Reactant: [C:1]([O:5][C:6]([NH:8][CH2:9][C:10]1[C:11]([C:33]2[CH:38]=[CH:37][C:36]([CH3:39])=[CH:35][CH:34]=2)=[C:12]([CH2:21][O:22][C:23]2[C:27]([C:28]([O:30][CH2:31][CH3:32])=[O:29])=[CH:26][NH:25][N:24]=2)[C:13]([CH3:20])=[N:14][C:15]=1[CH2:16][CH:17]([CH3:19])[CH3:18])=[O:7])([CH3:4])([CH3:3])[CH3:2].[H-].[Na+].Br[CH2:43][C:44]([O:46][C:47]([CH3:50])([CH3:49])[CH3:48])=[O:45]. Product: [C:1]([O:5][C:6]([NH:8][CH2:9][C:10]1[C:11]([C:33]2[CH:34]=[CH:35][C:36]([CH3:39])=[CH:37][CH:38]=2)=[C:12]([CH2:21][O:22][C:23]2[C:27]([C:28]([O:30][CH2:31][CH3:32])=[O:29])=[CH:26][N:25]([CH2:43][C:44]([O:46][C:47]([CH3:50])([CH3:49])[CH3:48])=[O:45])[N:24]=2)[C:13]([CH3:20])=[N:14][C:15]=1[CH2:16][CH:17]([CH3:18])[CH3:19])=[O:7])([CH3:3])([CH3:4])[CH3:2]. The catalyst class is: 42. (5) Reactant: [N:1]12[CH2:9][CH2:8][CH:5]([CH2:6][CH2:7]1)[N:4]([C:10]1[CH:11]=[C:12]3[C:17](=[CH:18][CH:19]=1)[N:16]=[C:15]([C:20]1[CH:25]=[CH:24][CH:23]=[C:22]([Cl:26])[CH:21]=1)[N:14]([CH3:27])[C:13]3=[O:28])[CH2:3][CH2:2]2.ClC1C=CC=C(C(OO)=[O:37])C=1.C(=O)([O-])[O-].[Na+].[Na+].[Cl-].[Na+]. Product: [Cl:26][C:22]1[CH:21]=[C:20]([C:15]2[N:14]([CH3:27])[C:13](=[O:28])[C:12]3[C:17](=[CH:18][CH:19]=[C:10]([N:4]4[CH:5]5[CH2:6][CH2:7][N+:1]([O-:37])([CH2:9][CH2:8]5)[CH2:2][CH2:3]4)[CH:11]=3)[N:16]=2)[CH:25]=[CH:24][CH:23]=1. The catalyst class is: 4. (6) Reactant: C([O-])(O)=O.[Na+].Cl.Cl.[NH2:8][CH:9]([C:14]1[CH:15]=[N:16][CH:17]=[CH:18][CH:19]=1)[C:10]([O:12][CH3:13])=[O:11].[C:20](O[C:20]([O:22][C:23]([CH3:26])([CH3:25])[CH3:24])=[O:21])([O:22][C:23]([CH3:26])([CH3:25])[CH3:24])=[O:21]. Product: [C:23]([O:22][C:20]([NH:8][CH:9]([C:14]1[CH:15]=[N:16][CH:17]=[CH:18][CH:19]=1)[C:10]([O:12][CH3:13])=[O:11])=[O:21])([CH3:26])([CH3:25])[CH3:24]. The catalyst class is: 14. (7) Reactant: [CH3:1][C:2](=[CH2:6])[C:3]([O-:5])=[O:4].[OH:7][C:8]1[CH:9]=[C:10]2[C:15](=[CH:16][CH:17]=1)[CH:14]=[C:13]([CH:18]=[O:19])[CH:12]=[CH:11]2.C(=O)([O-])[O-].[K+].[K+].Cl. Product: [CH3:6][C:2](=[CH2:1])[C:3]([O:5][CH2:10][CH2:9][CH2:8][CH2:17][CH2:16][CH2:15][O:7][C:8]1[CH:9]=[C:10]2[C:15](=[CH:16][CH:17]=1)[CH:14]=[C:13]([CH:18]=[O:19])[CH:12]=[CH:11]2)=[O:4]. The catalyst class is: 9.